This data is from NCI-60 drug combinations with 297,098 pairs across 59 cell lines. The task is: Regression. Given two drug SMILES strings and cell line genomic features, predict the synergy score measuring deviation from expected non-interaction effect. (1) Drug 1: C(CCl)NC(=O)N(CCCl)N=O. Drug 2: N.N.Cl[Pt+2]Cl. Cell line: NCIH23. Synergy scores: CSS=56.4, Synergy_ZIP=-2.68, Synergy_Bliss=-4.74, Synergy_Loewe=-19.3, Synergy_HSA=-2.22. (2) Drug 1: CC1=C(C=C(C=C1)NC(=O)C2=CC=C(C=C2)CN3CCN(CC3)C)NC4=NC=CC(=N4)C5=CN=CC=C5. Drug 2: C1CN(CCN1C(=O)CCBr)C(=O)CCBr. Cell line: OVCAR-5. Synergy scores: CSS=28.9, Synergy_ZIP=-5.26, Synergy_Bliss=1.35, Synergy_Loewe=6.78, Synergy_HSA=6.22.